This data is from Forward reaction prediction with 1.9M reactions from USPTO patents (1976-2016). The task is: Predict the product of the given reaction. (1) Given the reactants [CH3:1][S:2]([C:5]1[CH:10]=[CH:9][C:8]([S:11](Cl)(=[O:13])=[O:12])=[CH:7][CH:6]=1)(=[O:4])=[O:3].[NH2:15][CH2:16][CH2:17][CH2:18][CH2:19][NH:20][C:21]1[CH:26]=[C:25]([C:27]2[CH:32]=[CH:31][CH:30]=[C:29]([CH3:33])[C:28]=2[CH3:34])[N:24]=[C:23]([NH2:35])[N:22]=1, predict the reaction product. The product is: [NH2:35][C:23]1[N:22]=[C:21]([NH:20][CH2:19][CH2:18][CH2:17][CH2:16][NH:15][S:11]([C:8]2[CH:9]=[CH:10][C:5]([S:2]([CH3:1])(=[O:4])=[O:3])=[CH:6][CH:7]=2)(=[O:13])=[O:12])[CH:26]=[C:25]([C:27]2[CH:32]=[CH:31][CH:30]=[C:29]([CH3:33])[C:28]=2[CH3:34])[N:24]=1. (2) Given the reactants [C:1]([O:6][C:7]12[CH2:16][CH:11]3[CH2:12][CH:13]([CH2:15][C:9]([OH:17])([CH2:10]3)[CH2:8]1)[CH2:14]2)(=[O:5])[C:2]([CH3:4])=[CH2:3].[F:18][C:19]([F:30])([F:29])[C:20](O[C:20](=[O:21])[C:19]([F:30])([F:29])[F:18])=[O:21].C1COCC1.C(=O)(O)[O-].[Na+], predict the reaction product. The product is: [C:1]([O:6][C:7]12[CH2:14][CH:13]3[CH2:12][CH:11]([CH2:10][C:9]([O:17][C:20](=[O:21])[C:19]([F:30])([F:29])[F:18])([CH2:15]3)[CH2:8]1)[CH2:16]2)(=[O:5])[C:2]([CH3:4])=[CH2:3]. (3) Given the reactants [Br:1][C:2]1[C:11]2[NH:10][C:9](=[O:12])[C:8]3[S:13][CH:14]=[CH:15][C:7]=3[C:6]=2[C:5]([C:16]2[CH:32]=[CH:31][C:19]([CH2:20][CH2:21][N:22](C)[C:23](=O)OC(C)(C)C)=[C:18]([F:33])[CH:17]=2)=[C:4]([O:34]C)[CH:3]=1.B(Br)(Br)Br.C(Cl)[Cl:41], predict the reaction product. The product is: [ClH:41].[Br:1][C:2]1[C:11]2[NH:10][C:9](=[O:12])[C:8]3[S:13][CH:14]=[CH:15][C:7]=3[C:6]=2[C:5]([C:16]2[CH:32]=[CH:31][C:19]([CH2:20][CH2:21][NH:22][CH3:23])=[C:18]([F:33])[CH:17]=2)=[C:4]([OH:34])[CH:3]=1.